This data is from Full USPTO retrosynthesis dataset with 1.9M reactions from patents (1976-2016). The task is: Predict the reactants needed to synthesize the given product. (1) Given the product [Cl:41][C:38]1[CH:37]=[CH:36][C:35]([CH2:34][C:29]2[CH:28]=[C:27]([C:12]([C@@H:3]3[O:4][C@H:5]4[O:6][C:7]([CH3:10])([CH3:11])[O:8][C@H:9]4[C@@H:2]3[OH:1])=[O:13])[CH:32]=[CH:31][C:30]=2[CH3:33])=[CH:40][CH:39]=1, predict the reactants needed to synthesize it. The reactants are: [OH:1][C@H:2]1[C@H:9]2[C@H:5]([O:6][C:7]([CH3:11])([CH3:10])[O:8]2)[O:4][C@H:3]1[C:12](N1CCOCC1)=[O:13].C([Mg]Cl)(C)(C)C.Br[C:27]1[CH:32]=[CH:31][C:30]([CH3:33])=[C:29]([CH2:34][C:35]2[CH:40]=[CH:39][C:38]([Cl:41])=[CH:37][CH:36]=2)[CH:28]=1.C([Li])CCC. (2) Given the product [Cl:35][C:31]1[CH:30]=[C:29]([C:27]2[O:26][N:25]=[C:24]([CH:22]([O:21][C:18]3[N:19]([CH3:20])[C:15]([C:13]4[CH:12]=[CH:11][NH:10][C:9](=[O:8])[CH:14]=4)=[N:16][N:17]=3)[CH3:23])[CH:28]=2)[CH:34]=[CH:33][CH:32]=1, predict the reactants needed to synthesize it. The reactants are: C([O:8][C:9]1[CH:14]=[C:13]([C:15]2[N:19]([CH3:20])[C:18]([O:21][CH:22]([C:24]3[CH:28]=[C:27]([C:29]4[CH:34]=[CH:33][CH:32]=[C:31]([Cl:35])[CH:30]=4)[O:26][N:25]=3)[CH3:23])=[N:17][N:16]=2)[CH:12]=[CH:11][N:10]=1)C1C=CC=CC=1. (3) Given the product [OH:1][CH2:2][CH2:3][O:4][C@H:5]1[CH2:10][CH2:9][C@H:8]([N:11]2[C:16](=[O:17])[C:15]([CH2:18][C:19]3[CH:24]=[CH:23][C:22]([C:25]4[CH:30]=[CH:29][CH:28]=[CH:27][C:26]=4[C:31]4[NH:54][C:65](=[O:68])[O:66][N:32]=4)=[CH:21][CH:20]=3)=[C:14]([CH2:33][CH2:34][CH3:35])[N:13]3[N:36]=[CH:37][N:38]=[C:12]23)[CH2:7][CH2:6]1, predict the reactants needed to synthesize it. The reactants are: [OH:1][CH2:2][CH2:3][O:4][C@H:5]1[CH2:10][CH2:9][C@H:8]([N:11]2[C:16](=[O:17])[C:15]([CH2:18][C:19]3[CH:24]=[CH:23][C:22]([C:25]4[C:26]([C:31]#[N:32])=[CH:27][CH:28]=[CH:29][CH:30]=4)=[CH:21][CH:20]=3)=[C:14]([CH2:33][CH2:34][CH3:35])[N:13]3[N:36]=[CH:37][N:38]=[C:12]23)[CH2:7][CH2:6]1.FC(F)(F)S(O[Si](C(C)(C)C)(C)C)(=O)=O.[N:54]1C(C)=CC=CC=1C.[Cl-].O[NH3+].[C:65](=[O:68])([O-])[OH:66].[Na+]. (4) Given the product [C:24]([O:28][C:29](=[O:35])[NH:30][CH2:31][CH2:32][CH2:33][NH:1][CH:2]([C:6]1[N:7]([CH2:17][C:18]2[CH:19]=[CH:20][CH:21]=[CH:22][CH:23]=2)[C:8](=[O:16])[C:9]2[C:14]([CH3:15])=[N:13][O:12][C:10]=2[N:11]=1)[CH:3]([CH3:5])[CH3:4])([CH3:27])([CH3:26])[CH3:25], predict the reactants needed to synthesize it. The reactants are: [NH2:1][CH:2]([C:6]1[N:7]([CH2:17][C:18]2[CH:23]=[CH:22][CH:21]=[CH:20][CH:19]=2)[C:8](=[O:16])[C:9]2[C:14]([CH3:15])=[N:13][O:12][C:10]=2[N:11]=1)[CH:3]([CH3:5])[CH3:4].[C:24]([O:28][C:29](=[O:35])[NH:30][CH2:31][CH2:32][CH:33]=O)([CH3:27])([CH3:26])[CH3:25].C(O[BH-](OC(=O)C)OC(=O)C)(=O)C.[Na+].